This data is from Full USPTO retrosynthesis dataset with 1.9M reactions from patents (1976-2016). The task is: Predict the reactants needed to synthesize the given product. (1) Given the product [F:26][C:23]1[CH:24]=[CH:25][C:20]([C:18]2[NH:19][CH:15]([CH:12]3[CH2:11][CH2:10][N:9]([C:33]4[N:38]=[CH:37][N:36]=[C:35]5[NH:39][N:40]=[CH:41][C:34]=45)[CH2:14][CH2:13]3)[N:16]([CH3:31])[CH:17]=2)=[CH:21][C:22]=1[C:27]([F:29])([F:28])[F:30], predict the reactants needed to synthesize it. The reactants are: Cl.C(OC([N:9]1[CH2:14][CH2:13][CH:12]([C:15]2[N:16]([CH3:31])[CH:17]=[C:18]([C:20]3[CH:25]=[CH:24][C:23]([F:26])=[C:22]([C:27]([F:30])([F:29])[F:28])[CH:21]=3)[N:19]=2)[CH2:11][CH2:10]1)=O)(C)(C)C.Cl[C:33]1[N:38]=[CH:37][N:36]=[C:35]2[NH:39][N:40]=[CH:41][C:34]=12.C(N(CC)CC)C. (2) Given the product [Br:1][C:2]1[CH:11]=[C:10]2[C:5]([CH:6]=[CH:7][N:8]=[C:9]2[N:19]2[C:15](=[O:25])[C:16]3[C:17](=[CH:21][CH:22]=[CH:23][CH:24]=3)[C:18]2=[O:20])=[CH:4][C:3]=1[O:13][CH3:14], predict the reactants needed to synthesize it. The reactants are: [Br:1][C:2]1[CH:11]=[C:10]2[C:5]([CH:6]=[CH:7][N+:8]([O-])=[CH:9]2)=[CH:4][C:3]=1[O:13][CH3:14].[C:15]1(=[O:25])[NH:19][C:18](=[O:20])[C:17]2=[CH:21][CH:22]=[CH:23][CH:24]=[C:16]12.C(N(CCCC)CCCC)CCC.C(Cl)(=O)C1C=CC=CC=1. (3) Given the product [C:7]([O:9][CH:10]([CH3:11])[CH2:12][O:17][CH3:18])(=[O:6])[CH3:8].[C:1]([O:6][CH:7]([O:9][CH2:10][CH3:11])[CH3:8])(=[O:5])[C:2]([CH3:4])=[CH2:3].[C:12]([O:17][CH2:18][CH:19]([CH:22]1[CH2:23][O:24][CH2:25]1)[CH2:20][CH3:21])(=[O:16])[C:13]([CH3:15])=[CH2:14].[C:26]([O:31][CH2:32][C:33]1[CH:34]=[CH:35][CH:36]=[CH:37][CH:38]=1)(=[O:30])[C:27]([CH3:29])=[CH2:28], predict the reactants needed to synthesize it. The reactants are: [C:1]([O:6][CH:7]([O:9][CH2:10][CH3:11])[CH3:8])(=[O:5])[C:2]([CH3:4])=[CH2:3].[C:12]([O:17][CH2:18][CH:19]([CH:22]1[CH2:25][O:24][CH2:23]1)[CH2:20][CH3:21])(=[O:16])[C:13]([CH3:15])=[CH2:14].[C:26]([O:31][CH2:32][C:33]1[CH:38]=[CH:37][CH:36]=[CH:35][CH:34]=1)(=[O:30])[C:27]([CH3:29])=[CH2:28].N(C(C)(CC)C([O-])=O)=NC(C)(CC)C([O-])=O. (4) Given the product [CH3:4][C:5]1[N:6]=[C:7]([CH3:15])[C:8]2[N:9]([CH:11]=[C:12]([NH:14][C:30](=[O:31])[C:29]3[CH:33]=[CH:34][C:26]([F:25])=[CH:27][CH:28]=3)[N:13]=2)[CH:10]=1, predict the reactants needed to synthesize it. The reactants are: Cl.Cl.Cl.[CH3:4][C:5]1[N:6]=[C:7]([CH3:15])[C:8]2[N:9]([CH:11]=[C:12]([NH2:14])[N:13]=2)[CH:10]=1.C(N(C(C)C)C(C)C)C.[F:25][C:26]1[CH:34]=[CH:33][C:29]([C:30](Cl)=[O:31])=[CH:28][CH:27]=1. (5) Given the product [CH2:21]([C:22]1[CH:16]=[C:15]([CH:18]=[O:26])[CH:17]=[C:24]2[C:23]=1[NH:7][N:6]=[CH:5]2)[CH3:20], predict the reactants needed to synthesize it. The reactants are: BrC1C=C2C(=C(CC)C=1)[NH:7][N:6]=[CH:5]2.[H-].[Na+].[C:15]([Li])([CH3:18])([CH3:17])[CH3:16].[CH3:20][CH2:21][CH2:22][CH2:23][CH3:24].S([O-])(O)(=O)=[O:26].[K+]. (6) The reactants are: [Cl:1][C:2]1[CH:10]=[CH:9][CH:8]=[CH:7][C:3]=1[C:4](Cl)=[O:5].[OH:11][C:12]1[CH:13]=[C:14]([CH:26]=[CH:27][CH:28]=1)[O:15][C:16]1[CH:17]=[C:18]([C:24]#[N:25])[CH:19]=[C:20]([CH:23]=1)[C:21]#[N:22].C(N(CC)CC)C. Given the product [C:24]([C:18]1[CH:17]=[C:16]([CH:23]=[C:20]([C:21]#[N:22])[CH:19]=1)[O:15][C:14]1[CH:13]=[C:12]([O:11][C:4](=[O:5])[C:3]2[CH:7]=[CH:8][CH:9]=[CH:10][C:2]=2[Cl:1])[CH:28]=[CH:27][CH:26]=1)#[N:25], predict the reactants needed to synthesize it.